This data is from HIV replication inhibition screening data with 41,000+ compounds from the AIDS Antiviral Screen. The task is: Binary Classification. Given a drug SMILES string, predict its activity (active/inactive) in a high-throughput screening assay against a specified biological target. (1) The compound is CCCn1c(SCC)c2cc3cc4ccccc4cc3cc2c1-c1nc(F)nc(F)n1. The result is 0 (inactive). (2) The molecule is O=C(C=Cc1ccc(O)c(O)c1)OC1CC(O)(C(=O)O)CC(O)C1O. The result is 0 (inactive). (3) The drug is Cn1cc(NC(=O)Nc2cc(C(=O)Nc3cc(C(=O)Nc4ccc(S(=O)(=O)O)c5cc(S(=O)(=O)O)ccc45)n(C)c3)n(C)c2)cc1C(=O)Nc1cc(C(=O)Nc2ccc(S(=O)(=O)O)c3cc(S(=O)(=O)O)ccc23)n(C)c1.[NaH]. The result is 1 (active). (4) The compound is Br.CC(C)(CCCCC(C)(C)NC1=NCCO1)NC1=NCCO1. The result is 0 (inactive). (5) The compound is O=C1C2=C(c3ccccc31)C(c1ccccc1)NC(=S)N2. The result is 0 (inactive). (6) The drug is O=C(O)CSc1ccc2c3c(cccc13)C(=O)c1ccccc1-2. The result is 0 (inactive). (7) The compound is Cc1ccccc1-n1c(C)nc(-c2ccccc2)cc1=O. The result is 0 (inactive).